This data is from Reaction yield outcomes from USPTO patents with 853,638 reactions. The task is: Predict the reaction yield, written as a fraction of the theoretical maximum amount of product (1.0 means a 100% yield; for example, 0.34 means a 34% yield). The catalyst is N1C=CC=CC=1. The product is [CH:29]1([C@@H:23]([C:24]2[NH:28][N:27]=[N:26][N:25]=2)[NH:22][C:20]([C:19]2[CH:18]=[CH:17][C:16]([C:35]3[CH:40]=[CH:39][C:38]([O:41][CH3:42])=[CH:37][CH:36]=3)=[CH:15][C:14]=2[NH:13][C:11]([NH:10][C:3]2[C:2]([CH3:1])=[CH:7][C:6]([CH3:8])=[CH:5][C:4]=2[CH3:9])=[O:12])=[O:21])[CH2:34][CH2:33][CH2:32][CH2:31][CH2:30]1. The yield is 0.0700. The reactants are [CH3:1][C:2]1[CH:7]=[C:6]([CH3:8])[CH:5]=[C:4]([CH3:9])[C:3]=1[N:10]=[C:11]=[O:12].[NH2:13][C:14]1[CH:15]=[C:16]([C:35]2[CH:40]=[CH:39][C:38]([O:41][CH3:42])=[CH:37][CH:36]=2)[CH:17]=[CH:18][C:19]=1[C:20]([NH:22][C@@H:23]([CH:29]1[CH2:34][CH2:33][CH2:32][CH2:31][CH2:30]1)[C:24]1[NH:28][N:27]=[N:26][N:25]=1)=[O:21].